Dataset: Forward reaction prediction with 1.9M reactions from USPTO patents (1976-2016). Task: Predict the product of the given reaction. (1) Given the reactants [C:1]([O:5][C:6]([NH:8][C:9]1[CH:10]=[N:11][C:12]([C:15]([O:17][CH3:18])=[O:16])=[N:13][CH:14]=1)=[O:7])([CH3:4])([CH3:3])[CH3:2].[C:19](=O)([O-])[O-].[Cs+].[Cs+].IC, predict the reaction product. The product is: [C:1]([O:5][C:6]([N:8]([CH3:19])[C:9]1[CH:14]=[N:13][C:12]([C:15]([O:17][CH3:18])=[O:16])=[N:11][CH:10]=1)=[O:7])([CH3:4])([CH3:3])[CH3:2]. (2) Given the reactants [NH2:1][C:2]1[CH:7]=[CH:6][CH:5]=[CH:4][C:3]=1[NH:8][C:9]([NH:11][C:12]1[CH:17]=[CH:16][CH:15]=[CH:14][CH:13]=1)=[O:10].C(N(CC)CC)C.[CH:25]1[C:34]2[C:29](=[CH:30][CH:31]=[CH:32][CH:33]=2)[CH:28]=[CH:27][C:26]=1[S:35](Cl)(=[O:37])=[O:36], predict the reaction product. The product is: [C:12]1([NH:11][C:9](=[O:10])[NH:8][C:3]2[CH:4]=[CH:5][CH:6]=[CH:7][C:2]=2[NH:1][S:35]([C:26]2[CH:27]=[CH:28][C:29]3[C:34](=[CH:33][CH:32]=[CH:31][CH:30]=3)[CH:25]=2)(=[O:37])=[O:36])[CH:17]=[CH:16][CH:15]=[CH:14][CH:13]=1.